From a dataset of Full USPTO retrosynthesis dataset with 1.9M reactions from patents (1976-2016). Predict the reactants needed to synthesize the given product. (1) Given the product [O:3]=[C:2]([NH:29][CH2:30][CH2:31][CH2:32][CH2:33][NH:34][C:35](=[O:44])[O:36][CH2:37][C:38]1[CH:39]=[CH:40][CH:41]=[CH:42][CH:43]=1)[NH:16][NH:15][C:14]([O:18][CH2:19][CH3:20])=[O:17], predict the reactants needed to synthesize it. The reactants are: Cl[C:2](OC1C=CC([N+]([O-])=O)=CC=1)=[O:3].[C:14]([O:18][CH2:19][CH3:20])(=[O:17])[NH:15][NH2:16].C(N(CC)CC)C.Cl.[NH2:29][CH2:30][CH2:31][CH2:32][CH2:33][NH:34][C:35](=[O:44])[O:36][CH2:37][C:38]1[CH:43]=[CH:42][CH:41]=[CH:40][CH:39]=1. (2) Given the product [C:4]([C:6]1[C:11](=[O:12])[C:10]([O:13][CH3:14])=[CH:9][N:8]([C:15]2[CH:16]=[N:17][CH:18]=[CH:19][CH:20]=2)[N:7]=1)(=[O:5])[CH3:22], predict the reactants needed to synthesize it. The reactants are: CON(C)[C:4]([C:6]1[C:11](=[O:12])[C:10]([O:13][CH3:14])=[CH:9][N:8]([C:15]2[CH:16]=[N:17][CH:18]=[CH:19][CH:20]=2)[N:7]=1)=[O:5].[CH3:22][Mg+].[Br-]. (3) Given the product [ClH:23].[NH2:7][C@@H:8]([C:10]1[CH:22]=[CH:21][C:13]([C:14]([OH:16])=[O:15])=[CH:12][CH:11]=1)[CH3:9], predict the reactants needed to synthesize it. The reactants are: C([S@@]([NH:7][C@@H:8]([C:10]1[CH:22]=[CH:21][C:13]([C:14]([O:16]C(C)(C)C)=[O:15])=[CH:12][CH:11]=1)[CH3:9])=O)(C)(C)C.[ClH:23]. (4) Given the product [CH2:6]([C:5]1[O:23][CH2:2][CH2:3][N:4]=1)[CH2:7][CH2:8][CH2:9][CH2:10][CH2:11][CH2:12][CH2:13][CH2:14][CH2:15][CH2:16][CH2:17][CH2:18][CH2:19][CH2:20][CH2:21][CH3:22], predict the reactants needed to synthesize it. The reactants are: O[CH2:2][CH2:3][NH:4][C:5](=[O:23])[CH2:6][CH2:7][CH2:8][CH2:9][CH2:10][CH2:11][CH2:12][CH2:13][CH2:14][CH2:15][CH2:16][CH2:17][CH2:18][CH2:19][CH2:20][CH2:21][CH3:22]. (5) Given the product [CH2:1]([N:3]([CH2:4][C:5]1[S:6][C:7]([C:11]2[O:15][N:14]=[C:13]([C:16]3[CH:21]=[C:20]([CH3:22])[C:19]([O:23][CH2:24][C@@H:25]([OH:26])[CH2:27][N:39]4[CH2:40][CH2:41][CH:37]([C:35]([OH:34])=[O:36])[CH2:38]4)=[C:18]([CH2:28][CH3:29])[CH:17]=3)[N:12]=2)=[CH:8][C:9]=1[CH3:10])[CH2:30][CH3:31])[CH3:2], predict the reactants needed to synthesize it. The reactants are: [CH2:1]([N:3]([CH2:30][CH3:31])[CH2:4][C:5]1[S:6][C:7]([C:11]2[O:15][N:14]=[C:13]([C:16]3[CH:21]=[C:20]([CH3:22])[C:19]([O:23][CH2:24][C@@H:25]4[CH2:27][O:26]4)=[C:18]([CH2:28][CH3:29])[CH:17]=3)[N:12]=2)=[CH:8][C:9]=1[CH3:10])[CH3:2].Cl.C[O:34][C:35]([CH:37]1[CH2:41][CH2:40][NH:39][CH2:38]1)=[O:36]. (6) The reactants are: [Br:1][C:2]1[CH:3]=[C:4]([CH:8]=[CH:9][C:10]=1[Cl:11])[C:5](O)=[O:6].B. Given the product [Br:1][C:2]1[CH:3]=[C:4]([CH2:5][OH:6])[CH:8]=[CH:9][C:10]=1[Cl:11], predict the reactants needed to synthesize it. (7) Given the product [Cl:3][C:4]1[CH:9]=[C:8]([N:10]([CH2:19][CH3:20])[C:11]2[CH:16]=[CH:15][CH:14]=[C:13]([F:17])[CH:12]=2)[N:7]=[CH:6][N:5]=1, predict the reactants needed to synthesize it. The reactants are: [H-].[Na+].[Cl:3][C:4]1[CH:9]=[C:8]([NH:10][C:11]2[CH:16]=[CH:15][CH:14]=[C:13]([F:17])[CH:12]=2)[N:7]=[CH:6][N:5]=1.I[CH2:19][CH3:20].[Cl-].[NH4+].